The task is: Predict the product of the given reaction.. This data is from Forward reaction prediction with 1.9M reactions from USPTO patents (1976-2016). (1) The product is: [N+:1]([C:4]1[CH:9]=[CH:8][C:7]([CH:10]([OH:21])[CH3:11])=[CH:6][CH:5]=1)([O-:3])=[O:2]. Given the reactants [N+:1]([C:4]1[CH:9]=[CH:8][C:7]([CH2:10][C:11](O)=O)=[CH:6][CH:5]=1)([O-:3])=[O:2].CSC.B.C1C[O:21]CC1, predict the reaction product. (2) Given the reactants C(OC([O:6][CH:7]1[CH2:11][NH:10][C@@:9]([C:16]2[CH:21]=[CH:20][CH:19]=[CH:18][CH:17]=2)([C:12](OC)=[O:13])[CH2:8]1)=O)C.COCCO[AlH2-]OCCOC.[Na+].C1(C)C=CC=CC=1, predict the reaction product. The product is: [OH:13][CH2:12][C@:9]1([C:16]2[CH:21]=[CH:20][CH:19]=[CH:18][CH:17]=2)[NH:10][CH2:11][CH:7]([OH:6])[CH2:8]1. (3) Given the reactants C(Cl)CCl.CC1=CCCC(C)=CC[C@:13]2(C)[C:25](=[O:26])[C:24](O)=[C:23]([C@@H:28]([CH2:30][OH:31])C)[C@H:14]2[CH2:15][CH:16]=C(C)[C@@H](O)CC1.C(C(CCCCN)C(O)=O)(OC(C)(C)C)=O.CCN(C(C)C)C(C)C, predict the reaction product. The product is: [O:26]1[C:25]2[C:24](=[CH:16][CH:15]=[CH:14][CH:13]=2)[CH:23]=[CH:28][C:30]1=[O:31].